From a dataset of Forward reaction prediction with 1.9M reactions from USPTO patents (1976-2016). Predict the product of the given reaction. (1) Given the reactants [F:1][C:2]1[CH:22]=[C:21]([C:23]2[CH:24]=[N:25][C:26]3[N:27]([C:29]([C:32]4([C:35]5[CH:36]=[C:37]6[C:42](=[CH:43][CH:44]=5)[N:41]=[CH:40][CH:39]=[CH:38]6)[CH2:34][CH2:33]4)=[CH:30][N:31]=3)[CH:28]=2)[CH:20]=[CH:19][C:3]=1[C:4]([NH:6][C@@H:7]([C:15]([CH3:18])([CH3:17])[CH3:16])[C:8]([O:10]C(C)(C)C)=[O:9])=[O:5].[ClH:45], predict the reaction product. The product is: [F:1][C:2]1[CH:22]=[C:21]([C:23]2[CH:24]=[N:25][C:26]3[N:27]([C:29]([C:32]4([C:35]5[CH:36]=[C:37]6[C:42](=[CH:43][CH:44]=5)[N:41]=[CH:40][CH:39]=[CH:38]6)[CH2:34][CH2:33]4)=[CH:30][N:31]=3)[CH:28]=2)[CH:20]=[CH:19][C:3]=1[C:4]([NH:6][C@@H:7]([C:15]([CH3:18])([CH3:17])[CH3:16])[C:8]([OH:10])=[O:9])=[O:5].[ClH:45]. (2) Given the reactants Cl[CH2:2][C:3]([C:5]1[CH2:9][CH:8]([C:10]2[CH:15]=[CH:14][CH:13]=[C:12]([I:16])[CH:11]=2)[O:7][N:6]=1)=O.[CH3:17][C:18]1[N:22]([CH2:23][C:24]([N:26]2[CH2:31][CH2:30][CH:29]([C:32](=[S:34])[NH2:33])[CH2:28][CH2:27]2)=[O:25])[N:21]=[C:20]([C:35]([F:38])([F:37])[F:36])[CH:19]=1, predict the reaction product. The product is: [I:16][C:12]1[CH:11]=[C:10]([CH:8]2[O:7][N:6]=[C:5]([C:3]3[N:33]=[C:32]([CH:29]4[CH2:30][CH2:31][N:26]([C:24](=[O:25])[CH2:23][N:22]5[C:18]([CH3:17])=[CH:19][C:20]([C:35]([F:38])([F:37])[F:36])=[N:21]5)[CH2:27][CH2:28]4)[S:34][CH:2]=3)[CH2:9]2)[CH:15]=[CH:14][CH:13]=1. (3) Given the reactants [O:1]1[CH:5]=[CH:4][C:3]([C:6]2[CH:7]=[C:8]([C:32]([F:35])([F:34])[F:33])[C:9]3[N:10]([C:12]([C:29]([CH3:31])=[CH2:30])=[C:13]([C:15]([N:17]4[CH2:22][CH2:21][CH:20]([N:23]5[CH2:27][CH2:26][O:25][C:24]5=[O:28])[CH2:19][CH2:18]4)=[O:16])[N:14]=3)[CH:11]=2)=[CH:2]1.C1(SC2C=CC=CC=2)C=CC=CC=1, predict the reaction product. The product is: [O:1]1[CH:5]=[CH:4][C:3]([C:6]2[CH:7]=[C:8]([C:32]([F:33])([F:34])[F:35])[C:9]3[N:10]([C:12]([CH:29]([CH3:31])[CH3:30])=[C:13]([C:15]([N:17]4[CH2:22][CH2:21][CH:20]([N:23]5[CH2:27][CH2:26][O:25][C:24]5=[O:28])[CH2:19][CH2:18]4)=[O:16])[N:14]=3)[CH:11]=2)=[CH:2]1. (4) Given the reactants [CH2:1]([N:3]([CH2:16][CH3:17])[C:4]([C:6]1[N:7]=[C:8]([C:11]([O:13][CH2:14][CH3:15])=[O:12])[S:9][CH:10]=1)=[O:5])[CH3:2].C(N(CC)C(C1N=C(C([O-])=O)SC=1)=O)C.[K+].Br[C:35]1[CH:40]=[CH:39][C:38]([C:41]([OH:50])([C:46]([F:49])([F:48])[F:47])[C:42]([F:45])([F:44])[F:43])=[C:37]([Cl:51])[C:36]=1[Cl:52].CC([O-])=O.[K+].C1C=CC(P(C2C=CC=CC=2)C2C=CC=CC=2)=CC=1, predict the reaction product. The product is: [Cl:52][C:36]1[C:37]([Cl:51])=[C:38]([C:41]([OH:50])([C:42]([F:43])([F:44])[F:45])[C:46]([F:47])([F:48])[F:49])[CH:39]=[CH:40][C:35]=1[C:10]1[S:9][C:8]([C:11]([O:13][CH2:14][CH3:15])=[O:12])=[N:7][C:6]=1[C:4](=[O:5])[N:3]([CH2:1][CH3:2])[CH2:16][CH3:17]. (5) Given the reactants Br[C:2]1[CH:3]=[CH:4][C:5]2[S:9][CH:8]=[CH:7][C:6]=2[CH:10]=1.[CH3:11][C:12]1[C:16](C(B(O)O)=O)=[C:15]([CH3:22])[O:14][N:13]=1.C(=O)([O-])[O-].[Na+].[Na+], predict the reaction product. The product is: [S:9]1[CH:8]=[CH:7][C:6]2[CH:10]=[C:2]([C:16]3[C:12]([CH3:11])=[N:13][O:14][C:15]=3[CH3:22])[CH:3]=[CH:4][C:5]1=2.